Task: Regression/Classification. Given a drug SMILES string, predict its absorption, distribution, metabolism, or excretion properties. Task type varies by dataset: regression for continuous measurements (e.g., permeability, clearance, half-life) or binary classification for categorical outcomes (e.g., BBB penetration, CYP inhibition). Dataset: cyp1a2_veith.. Dataset: CYP1A2 inhibition data for predicting drug metabolism from PubChem BioAssay (1) The compound is c1cncc(CNc2ncncc2-c2ccc3c(c2)OCO3)c1. The result is 1 (inhibitor). (2) The molecule is CC(=O)N(/N=C/c1cccc(C)c1)c1nc(-c2ccc(Br)cc2)cs1. The result is 1 (inhibitor).